This data is from Forward reaction prediction with 1.9M reactions from USPTO patents (1976-2016). The task is: Predict the product of the given reaction. Given the reactants [NH2:1][C:2]1[N:7]=[C:6]([C:8]2[CH:13]=[C:12]([Br:14])[CH:11]=[CH:10][C:9]=2[OH:15])[CH:5]=[C:4](Cl)[N:3]=1.Br[CH2:18][C:19]1[CH:24]=[CH:23][C:22]([N+:25]([O-:27])=[O:26])=[CH:21][CH:20]=1.C(=O)([O-])[O-].[Cs+].[Cs+].[ClH:34].O1CCOCC1, predict the reaction product. The product is: [Br:14][C:12]1[CH:11]=[CH:10][C:9]([O:15][CH2:18][C:19]2[CH:24]=[CH:23][C:22]([N+:25]([O-:27])=[O:26])=[CH:21][CH:20]=2)=[C:8]([C:6]2([Cl:34])[NH:7][C:2]([NH2:1])=[N:3][CH:4]=[CH:5]2)[CH:13]=1.